This data is from Full USPTO retrosynthesis dataset with 1.9M reactions from patents (1976-2016). The task is: Predict the reactants needed to synthesize the given product. (1) Given the product [NH2:40][C@H:41]([C:47]([OH:49])=[O:48])[CH2:42][C:43]1[N:38]=[CH:4][NH:45][CH:44]=1.[CH3:1][C@@H:2]1[O:7][C@@H:6]([O:8][C@@H:9]2[C:14]3=[C:15]([OH:32])[C:16]4[C:28](=[O:29])[C:27]5[C:22](=[CH:23][CH:24]=[CH:25][C:26]=5[O:30][CH3:31])[C:20](=[O:21])[C:17]=4[C:18]([OH:19])=[C:13]3[CH2:12][C@@:11]([OH:37])([C:33]([CH2:35][OH:36])=[O:34])[CH2:10]2)[CH2:5][C@H:4]([NH2:38])[C@@H:3]1[OH:39], predict the reactants needed to synthesize it. The reactants are: [CH3:1][C@@H:2]1[O:7][C@@H:6]([O:8][C@@H:9]2[C:14]3=[C:15]([OH:32])[C:16]4[C:28](=[O:29])[C:27]5[C:22](=[CH:23][CH:24]=[CH:25][C:26]=5[O:30][CH3:31])[C:20](=[O:21])[C:17]=4[C:18]([OH:19])=[C:13]3[CH2:12][C@@:11]([OH:37])([C:33]([CH2:35][OH:36])=[O:34])[CH2:10]2)[CH2:5][C@H:4]([NH2:38])[C@@H:3]1[OH:39].[NH2:40][C@H:41]([C:47]([OH:49])=[O:48])[CH2:42][CH2:43][C:44](=O)[NH2:45]. (2) Given the product [CH:25]1[C:26]2[C:31](=[CH:30][CH:29]=[CH:28][CH:27]=2)[CH:32]=[CH:33][C:24]=1[CH2:23][O:22][CH:10]1[CH:9]([C:6]2[CH:7]=[CH:8][C:3]([CH2:2][NH:1][C:41](=[O:42])[CH2:40][C:34]3[CH:39]=[CH:38][CH:37]=[CH:36][CH:35]=3)=[CH:4][CH:5]=2)[CH2:14][CH2:13][N:12]([C:15]([O:17][C:18]([CH3:21])([CH3:19])[CH3:20])=[O:16])[CH2:11]1, predict the reactants needed to synthesize it. The reactants are: [NH2:1][CH2:2][C:3]1[CH:8]=[CH:7][C:6]([CH:9]2[CH2:14][CH2:13][N:12]([C:15]([O:17][C:18]([CH3:21])([CH3:20])[CH3:19])=[O:16])[CH2:11][CH:10]2[O:22][CH2:23][C:24]2[CH:33]=[CH:32][C:31]3[C:26](=[CH:27][CH:28]=[CH:29][CH:30]=3)[CH:25]=2)=[CH:5][CH:4]=1.[C:34]1([CH2:40][C:41](Cl)=[O:42])[CH:39]=[CH:38][CH:37]=[CH:36][CH:35]=1. (3) Given the product [O:1]1[C:5]2([CH2:10][CH2:9][CH:8]([NH:22][C:16]3[CH:17]=[CH:18][C:19]([F:21])=[CH:20][C:15]=3[C:14]([O:13][CH3:12])=[O:23])[CH2:7][CH2:6]2)[O:4][CH2:3][CH2:2]1, predict the reactants needed to synthesize it. The reactants are: [O:1]1[C:5]2([CH2:10][CH2:9][C:8](=O)[CH2:7][CH2:6]2)[O:4][CH2:3][CH2:2]1.[CH3:12][O:13][C:14](=[O:23])[C:15]1[CH:20]=[C:19]([F:21])[CH:18]=[CH:17][C:16]=1[NH2:22].C(O[BH-](OC(=O)C)OC(=O)C)(=O)C.[Na+].S([O-])([O-])(=O)=O.[Na+].[Na+]. (4) Given the product [OH:17][CH:11]([CH2:12][OH:13])[CH2:10][NH:9][C:7](=[O:8])[C:6]1[C:21]([I:22])=[C:2]([NH:1][C:39](=[O:62])[CH2:40][CH2:41][CH2:42][CH2:43][CH2:44][CH2:45][CH2:46][CH2:47][C:48]#[C:49][C:50]#[C:51][CH2:52][CH2:53][CH2:54][CH2:55][CH2:56][CH2:57][CH2:58][CH2:59][CH2:60][CH3:61])[C:3]([I:38])=[C:4]([C:24]([NH:26][CH2:27][CH:28]([OH:34])[CH2:29][OH:30])=[O:25])[C:5]=1[I:23], predict the reactants needed to synthesize it. The reactants are: [NH2:1][C:2]1[C:3]([I:38])=[C:4]([C:24]([NH:26][CH2:27][CH:28]([O:34]C(=O)C)[CH2:29][O:30]C(=O)C)=[O:25])[C:5]([I:23])=[C:6]([C:21]=1[I:22])[C:7]([NH:9][CH2:10][CH:11]([O:17]C(=O)C)[CH2:12][O:13]C(=O)C)=[O:8].[C:39](Cl)(=[O:62])[CH2:40][CH2:41][CH2:42][CH2:43][CH2:44][CH2:45][CH2:46][CH2:47][C:48]#[C:49][C:50]#[C:51][CH2:52][CH2:53][CH2:54][CH2:55][CH2:56][CH2:57][CH2:58][CH2:59][CH2:60][CH3:61].C(OCC)(=O)C. (5) Given the product [CH:1]1([NH:4][C:5]([C:6]2[CH:11]=[CH:10][C:9]([CH3:12])=[C:8]([C:24]3[CH:25]=[C:26]4[C:31](=[CH:32][CH:33]=3)[C:30](=[O:34])[N:29]([CH2:35][CH:36]3[CH2:37][CH2:38]3)[CH:28]=[C:27]4[C:39]([O:41][CH3:42])=[O:40])[CH:7]=2)=[O:22])[CH2:2][CH2:3]1, predict the reactants needed to synthesize it. The reactants are: [CH:1]1([NH:4][C:5](=[O:22])[C:6]2[CH:11]=[CH:10][C:9]([CH3:12])=[C:8](B3OC(C)(C)C(C)(C)O3)[CH:7]=2)[CH2:3][CH2:2]1.Br[C:24]1[CH:25]=[C:26]2[C:31](=[CH:32][CH:33]=1)[C:30](=[O:34])[N:29]([CH2:35][CH:36]1[CH2:38][CH2:37]1)[CH:28]=[C:27]2[C:39]([O:41][CH3:42])=[O:40].C(=O)([O-])[O-].[K+].[K+]. (6) The reactants are: [Cl:1]N1C(=O)CCC1=O.[OH:9]/[N:10]=[CH:11]/[C:12]1[CH:17]=[CH:16][C:15]([CH:18]2[CH2:23][N:22]([C:24]([O:26][C:27]([CH3:30])([CH3:29])[CH3:28])=[O:25])[CH2:21][CH2:20][N:19]2[C:31]([O:33][C:34]([CH3:37])([CH3:36])[CH3:35])=[O:32])=[CH:14][CH:13]=1. Given the product [Cl:1]/[C:11](/[C:12]1[CH:13]=[CH:14][C:15]([CH:18]2[CH2:23][N:22]([C:24]([O:26][C:27]([CH3:29])([CH3:30])[CH3:28])=[O:25])[CH2:21][CH2:20][N:19]2[C:31]([O:33][C:34]([CH3:37])([CH3:36])[CH3:35])=[O:32])=[CH:16][CH:17]=1)=[N:10]\[OH:9], predict the reactants needed to synthesize it. (7) Given the product [CH:40]([O:39][C:36]1[CH:35]=[CH:34][C:33]([N:7]2[C:8]3[C:13](=[CH:12][C:11]([C:23]4[CH:28]=[CH:27][C:26]([C:29]([F:30])([F:31])[F:32])=[CH:25][N:24]=4)=[CH:10][CH:9]=3)[C:14]([CH2:15][CH2:16][C:17]3[CH:18]=[CH:19][N:20]=[CH:21][CH:22]=3)=[C:6]2[C:4]([OH:5])=[O:3])=[CH:38][CH:37]=1)([CH3:42])[CH3:41], predict the reactants needed to synthesize it. The reactants are: C([O:3][C:4]([C:6]1[N:7]([C:33]2[CH:38]=[CH:37][C:36]([O:39][CH:40]([CH3:42])[CH3:41])=[CH:35][CH:34]=2)[C:8]2[C:13]([C:14]=1[CH2:15][CH2:16][C:17]1[CH:22]=[CH:21][N:20]=[CH:19][CH:18]=1)=[CH:12][C:11]([C:23]1[CH:28]=[CH:27][C:26]([C:29]([F:32])([F:31])[F:30])=[CH:25][N:24]=1)=[CH:10][CH:9]=2)=[O:5])C.[OH-].[Na+].Cl. (8) Given the product [C:23]([N:6]1[C:5]2[CH:27]=[CH:28][C:2]([C:33]3[CH:32]=[N:31][C:30]([NH2:29])=[N:35][CH:34]=3)=[CH:3][C:4]=2[N:8]=[C:7]1[C:9]1[CH:14]=[C:13]([CH2:15][O:16][CH3:17])[CH:12]=[CH:11][C:10]=1[N:18]1[CH:22]=[N:21][CH:20]=[N:19]1)([CH3:25])([CH3:26])[CH3:24], predict the reactants needed to synthesize it. The reactants are: Br[C:2]1[CH:28]=[CH:27][C:5]2[N:6]([C:23]([CH3:26])([CH3:25])[CH3:24])[C:7]([C:9]3[CH:14]=[C:13]([CH2:15][O:16][CH3:17])[CH:12]=[CH:11][C:10]=3[N:18]3[CH:22]=[N:21][CH:20]=[N:19]3)=[N:8][C:4]=2[CH:3]=1.[NH2:29][C:30]1[N:35]=[CH:34][C:33](B2OC(C)(C)C(C)(C)O2)=[CH:32][N:31]=1.C([O-])([O-])=O.[Na+].[Na+]. (9) The reactants are: [NH2:1][C:2]1[N:7]=[CH:6][C:5]([OH:8])=[CH:4][N:3]=1.[CH2:9]([N:11]([CH2:15][CH3:16])[CH2:12][CH2:13]O)[CH3:10].C1C=CC(P(C2C=CC=CC=2)C2C=CC=CC=2)=CC=1.CC(OC(/N=N/C(OC(C)C)=O)=O)C. Given the product [CH2:9]([N:11]([CH2:15][CH3:16])[CH2:12][CH2:13][O:8][C:5]1[CH:4]=[N:3][C:2]([NH2:1])=[N:7][CH:6]=1)[CH3:10], predict the reactants needed to synthesize it.